From a dataset of Forward reaction prediction with 1.9M reactions from USPTO patents (1976-2016). Predict the product of the given reaction. (1) Given the reactants [N:1]1([C@H:6]2[CH2:10][CH2:9][NH:8][CH2:7]2)[CH2:5][CH2:4][CH2:3][CH2:2]1.[I:11][C:12]1[CH:20]=[CH:19][C:15]([C:16](Cl)=[O:17])=[CH:14][CH:13]=1, predict the reaction product. The product is: [I:11][C:12]1[CH:20]=[CH:19][C:15]([C:16]([N:8]2[CH2:9][CH2:10][C@H:6]([N:1]3[CH2:5][CH2:4][CH2:3][CH2:2]3)[CH2:7]2)=[O:17])=[CH:14][CH:13]=1. (2) Given the reactants [O:1]1[CH2:6][CH:5]=[C:4]([C:7]2[C:16]([C:17]([O:19][CH2:20][CH3:21])=[O:18])=[C:15]([OH:22])[C:14]3[C:13](=[O:23])[CH2:12][C:11]([CH3:25])([CH3:24])[CH2:10][C:9]=3[N:8]=2)[CH2:3][CH2:2]1, predict the reaction product. The product is: [OH:22][C:15]1[C:14]2[C:13](=[O:23])[CH2:12][C:11]([CH3:25])([CH3:24])[CH2:10][C:9]=2[N:8]=[C:7]([CH:4]2[CH2:5][CH2:6][O:1][CH2:2][CH2:3]2)[C:16]=1[C:17]([O:19][CH2:20][CH3:21])=[O:18]. (3) Given the reactants [Cl:1][C:2]1[C:3]2[CH:10]=[C:9]([C:11](Cl)=[O:12])[S:8][C:4]=2[N:5]=[CH:6][N:7]=1.[NH3:14], predict the reaction product. The product is: [Cl:1][C:2]1[C:3]2[CH:10]=[C:9]([C:11]([NH2:14])=[O:12])[S:8][C:4]=2[N:5]=[CH:6][N:7]=1. (4) Given the reactants [C:1]12(OCC[O:18]1)[C:10]1[C:5](=[CH:6][CH:7]=[CH:8][CH:9]=1)[CH2:4][C@@H:3]([CH2:11][CH2:12][C:13]([O:15]CC)=[O:14])[CH2:2]2.[Li+].[OH-], predict the reaction product. The product is: [O:18]=[C:1]1[C:10]2[C:5](=[CH:6][CH:7]=[CH:8][CH:9]=2)[CH2:4][C@@H:3]([CH2:11][CH2:12][C:13]([OH:15])=[O:14])[CH2:2]1. (5) Given the reactants [CH:1]1([N:5]2[CH:9]=[C:8]([N+:10]([O-])=O)[N:7]=[CH:6]2)[CH2:4][CH2:3][CH2:2]1.C(OCC)(=O)C.CCN(CC)CC.[N:26]1[C:35]2[C:30](=[CH:31][C:32]([CH2:36][C:37](O)=[O:38])=[CH:33][CH:34]=2)[CH:29]=[CH:28][CH:27]=1, predict the reaction product. The product is: [CH:1]1([N:5]2[CH:9]=[C:8]([NH:10][C:37](=[O:38])[CH2:36][C:32]3[CH:31]=[C:30]4[C:35](=[CH:34][CH:33]=3)[N:26]=[CH:27][CH:28]=[CH:29]4)[N:7]=[CH:6]2)[CH2:4][CH2:3][CH2:2]1. (6) Given the reactants [OH:1][C:2]1[CH:7]=[CH:6][C:5]([NH:8][C:9](=[O:11])[CH3:10])=[CH:4][C:3]=1[C:12]1[N:13]([CH3:17])[N:14]=[CH:15][CH:16]=1.C1(P(C2C=CC=CC=2)C2C=CC=CC=2)C=CC=CC=1.[CH3:37][N:38]([CH3:42])[CH2:39][CH2:40]O.N(C(OC(C)C)=O)=NC(OC(C)C)=O, predict the reaction product. The product is: [CH3:37][N:38]([CH3:42])[CH2:39][CH2:40][O:1][C:2]1[CH:7]=[CH:6][C:5]([NH:8][C:9](=[O:11])[CH3:10])=[CH:4][C:3]=1[C:12]1[N:13]([CH3:17])[N:14]=[CH:15][CH:16]=1. (7) Given the reactants C(OC([N:8]1[CH2:13][CH2:12][N:11]([CH2:14][C:15]2[CH2:20][C:19]([CH3:22])([CH3:21])[CH2:18][CH2:17][C:16]=2[C:23]2[CH:28]=[CH:27][C:26]([Cl:29])=[CH:25][CH:24]=2)[CH2:10][CH2:9]1)=O)(C)(C)C.C(O)(C(F)(F)F)=O, predict the reaction product. The product is: [Cl:29][C:26]1[CH:27]=[CH:28][C:23]([C:16]2[CH2:17][CH2:18][C:19]([CH3:21])([CH3:22])[CH2:20][C:15]=2[CH2:14][N:11]2[CH2:10][CH2:9][NH:8][CH2:13][CH2:12]2)=[CH:24][CH:25]=1.